From a dataset of Forward reaction prediction with 1.9M reactions from USPTO patents (1976-2016). Predict the product of the given reaction. (1) Given the reactants [F:1][CH2:2][C:3]([CH2:20][F:21])([O:9][C:10]1[CH:15]=[CH:14][C:13]([C:16]([F:19])([F:18])[F:17])=[CH:12][CH:11]=1)[C:4]#[C:5][C:6](O)=[O:7].C(N(CC)CC)C.ClC(OCC)=O.[NH2:35][CH2:36][CH2:37][C:38]#[N:39], predict the reaction product. The product is: [C:36]([CH2:37][CH2:38][NH:39][C:6](=[O:7])[C:5]#[C:4][C:3]([CH2:2][F:1])([O:9][C:10]1[CH:15]=[CH:14][C:13]([C:16]([F:19])([F:18])[F:17])=[CH:12][CH:11]=1)[CH2:20][F:21])#[N:35]. (2) Given the reactants [CH3:1][O:2][C:3]1[CH:4]=[C:5]([CH:11]=[CH:12][C:13]([OH:15])=O)[CH:6]=[CH:7][C:8]=1[O:9][CH3:10].C(N1C=CN=C1)(N1C=CN=C1)=O.O[NH:29][C:30](=[NH:38])[CH2:31][C:32]1[CH:37]=[CH:36][CH:35]=[CH:34][CH:33]=1.O, predict the reaction product. The product is: [CH2:31]([C:30]1[N:38]=[C:13]([CH:12]=[CH:11][C:5]2[CH:6]=[CH:7][C:8]([O:9][CH3:10])=[C:3]([O:2][CH3:1])[CH:4]=2)[O:15][N:29]=1)[C:32]1[CH:37]=[CH:36][CH:35]=[CH:34][CH:33]=1. (3) Given the reactants [OH:1][CH2:2][C@H:3]([N:5]1[CH:14]=[CH:13][C:12]2[C:7](=[CH:8][CH:9]=[C:10]([CH3:18])[C:11]=2[N+:15]([O-:17])=[O:16])[C:6]1=[O:19])[CH3:4].N1C=CC=CC=1.[C:26](OC(=O)C)(=[O:28])[CH3:27].C(Cl)Cl, predict the reaction product. The product is: [C:26]([O:1][CH2:2][C@H:3]([N:5]1[CH:14]=[CH:13][C:12]2[C:7](=[CH:8][CH:9]=[C:10]([CH3:18])[C:11]=2[N+:15]([O-:17])=[O:16])[C:6]1=[O:19])[CH3:4])(=[O:28])[CH3:27]. (4) Given the reactants [CH2:1]([C:5]1[CH:10]=[CH:9][C:8]([C:11]2[O:15][N:14]=[C:13]([C:16]3[N:17]=[CH:18][C:19]([CH:22]=O)=[N:20][CH:21]=3)[N:12]=2)=[CH:7][CH:6]=1)[CH:2]([CH3:4])[CH3:3].[CH2:24]([O:26][C:27]([C@H:29]1[CH2:32][C@@H:31]([NH2:33])[CH2:30]1)=[O:28])[CH3:25].C(O[BH-](OC(=O)C)OC(=O)C)(=O)C.[Na+].ClC(Cl)C, predict the reaction product. The product is: [CH2:24]([O:26][C:27]([CH:29]1[CH2:32][CH:31]([NH:33][CH2:22][C:19]2[CH:18]=[N:17][C:16]([C:13]3[N:12]=[C:11]([C:8]4[CH:9]=[CH:10][C:5]([CH2:1][CH:2]([CH3:4])[CH3:3])=[CH:6][CH:7]=4)[O:15][N:14]=3)=[CH:21][N:20]=2)[CH2:30]1)=[O:28])[CH3:25]. (5) Given the reactants [C:1]([C:3]1[CH:4]=[C:5]2[C:9](=[CH:10][CH:11]=1)[N:8]([CH2:12][CH:13]1[CH2:18][CH2:17][N:16]([C:19]([C:21]3[CH:26]=[CH:25][CH:24]=[CH:23][CH:22]=3)=[O:20])[CH2:15][CH2:14]1)[CH:7]=[CH:6]2)#[CH:2].O=C1O[C@H]([C@H](CO)O)C([O-])=C1O.[Na+].[N-:40]=[N+:41]=[N-:42].[Na+].C(OCC)(=O)C, predict the reaction product. The product is: [NH:40]1[CH:2]=[C:1]([C:3]2[CH:4]=[C:5]3[C:9](=[CH:10][CH:11]=2)[N:8]([CH2:12][CH:13]2[CH2:18][CH2:17][N:16]([C:19]([C:21]4[CH:22]=[CH:23][CH:24]=[CH:25][CH:26]=4)=[O:20])[CH2:15][CH2:14]2)[CH:7]=[CH:6]3)[N:42]=[N:41]1. (6) The product is: [CH2:11]([O:15][C:2]1[CH:7]=[C:6]([NH2:8])[CH:5]=[CH:4][N:3]=1)[CH2:12][CH2:13][CH3:14]. Given the reactants Cl[C:2]1[CH:7]=[C:6]([NH2:8])[CH:5]=[CH:4][N:3]=1.[OH-].[Na+].[CH2:11]([OH:15])[CH2:12][CH2:13][CH3:14], predict the reaction product. (7) The product is: [Br:11][C:12]1[CH:13]=[C:14]([CH:15]([OH:16])[CH:1]([CH3:3])[CH3:2])[CH:17]=[CH:18][CH:19]=1. Given the reactants [CH:1]([Mg]Cl)([CH3:3])[CH3:2].O1CCCC1.[Br:11][C:12]1[CH:13]=[C:14]([CH:17]=[CH:18][CH:19]=1)[CH:15]=[O:16].Cl, predict the reaction product.